Task: Regression. Given a peptide amino acid sequence and an MHC pseudo amino acid sequence, predict their binding affinity value. This is MHC class I binding data.. Dataset: Peptide-MHC class I binding affinity with 185,985 pairs from IEDB/IMGT (1) The peptide sequence is ESYSSMPPL. The MHC is Patr-B0101 with pseudo-sequence Patr-B0101. The binding affinity (normalized) is 0.286. (2) The peptide sequence is SRMASVALAF. The MHC is HLA-B51:01 with pseudo-sequence HLA-B51:01. The binding affinity (normalized) is 0.0823.